Binary Classification. Given a drug SMILES string, predict its activity (active/inactive) in a high-throughput screening assay against a specified biological target. From a dataset of Cav3 T-type calcium channel HTS with 100,875 compounds. (1) The molecule is Fc1ccc(Nc2nc(N3CCCC3)nc(Oc3ccc(cc3)C#N)n2)cc1. The result is 0 (inactive). (2) The molecule is Clc1ccc(OCC(=O)NCc2oc(SCC(=O)Nc3c(OCC)cccc3)nn2)cc1. The result is 0 (inactive). (3) The compound is s1c2c(nc1C)ccc(NC(=O)c1sccc1C)c2. The result is 0 (inactive). (4) The molecule is O=C(NCCCn1ccnc1)c1ccc(nc1)C. The result is 0 (inactive). (5) The molecule is Clc1ccc(C(=O)N2CC3(ON=C(C3)c3cc(NC(=O)/C(C)=C/C)ccc3)CC2C(=O)N)cc1. The result is 0 (inactive). (6) The drug is S(c1n(CC)c(nn1)COc1nn(c2ccccc2)c(=O)cc1)Cc1ccc(OC)cc1. The result is 0 (inactive).